From a dataset of Forward reaction prediction with 1.9M reactions from USPTO patents (1976-2016). Predict the product of the given reaction. (1) Given the reactants [NH2:1][C:2]1[N:10]=[C:9]([O:11][CH2:12][CH2:13][CH2:14][CH3:15])[N:8]=[C:7]2[C:3]=1[NH:4][C:5](=[O:41])[N:6]2[CH2:16][CH2:17][CH2:18][N:19]([CH2:29][C:30]1[CH:35]=[CH:34][C:33]([CH2:36][C:37]([O:39][CH3:40])=[O:38])=[CH:32][CH:31]=1)[CH2:20][CH2:21][CH2:22][N:23]1[CH2:28][CH2:27][CH2:26][CH2:25][CH2:24]1.[BrH:42], predict the reaction product. The product is: [BrH:42].[NH2:1][C:2]1[N:10]=[C:9]([O:11][CH2:12][CH2:13][CH2:14][CH3:15])[N:8]=[C:7]2[C:3]=1[NH:4][C:5](=[O:41])[N:6]2[CH2:16][CH2:17][CH2:18][N:19]([CH2:29][C:30]1[CH:31]=[CH:32][C:33]([CH2:36][C:37]([O:39][CH3:40])=[O:38])=[CH:34][CH:35]=1)[CH2:20][CH2:21][CH2:22][N:23]1[CH2:24][CH2:25][CH2:26][CH2:27][CH2:28]1. (2) Given the reactants [Cl:1][C:2]1[CH:3]=[C:4]2[C:10]([C:11]3[N:16]=[C:15]([NH:17][C@H:18]4[CH2:23][CH2:22][CH2:21][C@:20]([N:25]=[C:26]=[O:27])([CH3:24])[CH2:19]4)[C:14]([F:28])=[CH:13][N:12]=3)=[CH:9][NH:8][C:5]2=[N:6][CH:7]=1.[NH:29]1[CH2:33][CH2:32][CH2:31][CH2:30]1, predict the reaction product. The product is: [Cl:1][C:2]1[CH:3]=[C:4]2[C:10]([C:11]3[N:16]=[C:15]([NH:17][C@H:18]4[CH2:23][CH2:22][CH2:21][C@:20]([NH:25][C:26]([N:29]5[CH2:33][CH2:32][CH2:31][CH2:30]5)=[O:27])([CH3:24])[CH2:19]4)[C:14]([F:28])=[CH:13][N:12]=3)=[CH:9][NH:8][C:5]2=[N:6][CH:7]=1. (3) Given the reactants [F:1][C:2]1[C:7]([O:8][CH3:9])=[CH:6][CH:5]=[C:4]([F:10])[C:3]=1B(O)O.CC(O)=[O:16].OO, predict the reaction product. The product is: [F:1][C:2]1[C:7]([O:8][CH3:9])=[CH:6][CH:5]=[C:4]([F:10])[C:3]=1[OH:16]. (4) Given the reactants [Cl:1][C:2]1[CH:7]=[CH:6][CH:5]=[C:4]([F:8])[C:3]=1[C:9]1[NH:13][C:12](=[O:14])[N:11]([C:15]2[CH:24]=[CH:23][C:18]([C:19]([O:21]C)=[O:20])=[C:17]([O:25][CH3:26])[CH:16]=2)[N:10]=1.[OH-].[Na+], predict the reaction product. The product is: [Cl:1][C:2]1[CH:7]=[CH:6][CH:5]=[C:4]([F:8])[C:3]=1[C:9]1[NH:13][C:12](=[O:14])[N:11]([C:15]2[CH:24]=[CH:23][C:18]([C:19]([OH:21])=[O:20])=[C:17]([O:25][CH3:26])[CH:16]=2)[N:10]=1. (5) Given the reactants [CH3:1][O:2][C:3]([CH:5]1[CH2:10][CH2:9][CH2:8][CH:7](OC)[N:6]1[C:13]([O:15][C:16]([CH3:19])([CH3:18])[CH3:17])=[O:14])=[O:4].[CH2:20]([Si](C)(C)C)[CH:21]=[CH2:22].B(F)(F)F.CCOCC.O, predict the reaction product. The product is: [CH3:1][O:2][C:3]([CH:5]1[CH2:10][CH2:9][CH2:8][CH:7]([CH2:22][CH:21]=[CH2:20])[N:6]1[C:13]([O:15][C:16]([CH3:17])([CH3:18])[CH3:19])=[O:14])=[O:4]. (6) Given the reactants [CH:1]([C:3]1[S:7][CH:6]=[C:5]([C:8]2[CH:9]=[C:10]3[C:14](=[C:15]([C:17]([NH2:19])=[O:18])[CH:16]=2)[NH:13][CH:12]=[C:11]3[CH:20]2[CH2:25][CH2:24][N:23]([S:26]([CH2:29][CH2:30][CH2:31][O:32][CH3:33])(=[O:28])=[O:27])[CH2:22][CH2:21]2)[CH:4]=1)=O.[CH3:34][C:35]([NH2:38])([CH3:37])[CH3:36].[BH4-].[Na+], predict the reaction product. The product is: [CH3:34][C:35]([NH:38][CH2:1][C:3]1[S:7][CH:6]=[C:5]([C:8]2[CH:9]=[C:10]3[C:14](=[C:15]([C:17]([NH2:19])=[O:18])[CH:16]=2)[NH:13][CH:12]=[C:11]3[CH:20]2[CH2:21][CH2:22][N:23]([S:26]([CH2:29][CH2:30][CH2:31][O:32][CH3:33])(=[O:27])=[O:28])[CH2:24][CH2:25]2)[CH:4]=1)([CH3:37])[CH3:36]. (7) The product is: [CH:32]([N:29]1[CH2:28][CH2:27][CH:26]([NH:25][C:24]([C:13]2[N:12]([CH2:11][C:9](=[O:10])[NH:8][C:5]3[CH:4]=[CH:3][C:2]([Cl:1])=[CH:7][N:6]=3)[C:16]3[CH:17]=[CH:18][CH:19]=[C:20]([C:21]([N:38]4[CH:39]([CH3:43])[CH2:40][CH2:41][CH2:42][CH:37]4[CH3:36])=[O:22])[C:15]=3[N:14]=2)=[O:35])[CH2:31][CH2:30]1)([CH3:33])[CH3:34]. Given the reactants [Cl:1][C:2]1[CH:3]=[CH:4][C:5]([NH:8][C:9]([CH2:11][N:12]2[C:16]3[CH:17]=[CH:18][CH:19]=[C:20]([C:21](O)=[O:22])[C:15]=3[N:14]=[C:13]2[C:24](=[O:35])[NH:25][CH:26]2[CH2:31][CH2:30][N:29]([CH:32]([CH3:34])[CH3:33])[CH2:28][CH2:27]2)=[O:10])=[N:6][CH:7]=1.[CH3:36][CH:37]1[CH2:42][CH2:41][CH2:40][CH:39]([CH3:43])[NH:38]1, predict the reaction product. (8) Given the reactants C(OC1C=CC(C(OC2C=CC([CH2:22][CH:23]([NH:31][C:32](=[O:41])[C:33]3[CH:38]=[CH:37][C:36]([O:39][CH3:40])=[CH:35][CH:34]=3)[C:24]([O:26]C(C)(C)C)=[O:25])=CC=2OC)=O)=CC=1)CCCCCC.C(O)(C(F)(F)F)=O, predict the reaction product. The product is: [CH3:40][O:39][C:36]1[CH:35]=[CH:34][C:33]([C:32]([NH:31][CH:23]([CH3:22])[C:24]([OH:26])=[O:25])=[O:41])=[CH:38][CH:37]=1.